Predict which catalyst facilitates the given reaction. From a dataset of Catalyst prediction with 721,799 reactions and 888 catalyst types from USPTO. (1) Reactant: C(O)(=O)C.[Br:5][C:6]1[CH:11]=[CH:10][C:9]([O:12][C:13]2[CH:18]=[CH:17][CH:16]=[CH:15][CH:14]=2)=[C:8]([N+:19]([O-])=O)[CH:7]=1. Product: [Br:5][C:6]1[CH:11]=[CH:10][C:9]([O:12][C:13]2[CH:18]=[CH:17][CH:16]=[CH:15][CH:14]=2)=[C:8]([NH2:19])[CH:7]=1. The catalyst class is: 693. (2) Reactant: [CH3:1][C:2]([CH3:23])([O:4][C:5]([N:7]([C:16]([O:18][C:19]([CH3:22])([CH3:21])[CH3:20])=[O:17])[C:8]1[N:9]=[CH:10][C:11]([C:14]#[N:15])=[N:12][CH:13]=1)=[O:6])[CH3:3].Cl.[NH2:25][OH:26].N1CCCCC1. Product: [CH3:21][C:19]([CH3:22])([O:18][C:16]([N:7]([C:5]([O:4][C:2]([CH3:23])([CH3:3])[CH3:1])=[O:6])[C:8]1[N:9]=[CH:10][C:11]([C:14](=[NH:15])[NH:25][OH:26])=[N:12][CH:13]=1)=[O:17])[CH3:20]. The catalyst class is: 16. (3) Reactant: [N+:1]([C:4]1[C:5]([CH:14]([C:16]2[CH:21]=[CH:20][C:19]([C:22]([F:25])([F:24])[F:23])=[CH:18][CH:17]=2)[OH:15])=[CH:6][CH:7]=[C:8]2[C:13]=1[N:12]=[CH:11][CH:10]=[CH:9]2)([O-:3])=[O:2].C1C=C[NH+]=CC=1.C1C=C[NH+]=CC=1.[O-][Cr](O[Cr]([O-])(=O)=O)(=O)=O. Product: [N+:1]([C:4]1[C:5]([C:14]([C:16]2[CH:21]=[CH:20][C:19]([C:22]([F:25])([F:23])[F:24])=[CH:18][CH:17]=2)=[O:15])=[CH:6][CH:7]=[C:8]2[C:13]=1[N:12]=[CH:11][CH:10]=[CH:9]2)([O-:3])=[O:2]. The catalyst class is: 2. (4) Reactant: [Cl:1][C:2]1[N:7]=[C:6](Cl)[C:5]([Cl:9])=[CH:4][N:3]=1.[N:10]1[C:15]([NH2:16])=[CH:14][CH:13]=[CH:12][C:11]=1[NH2:17].CCN(C(C)C)C(C)C. Product: [Cl:1][C:2]1[N:7]=[C:6]([NH:17][C:11]2[CH:12]=[CH:13][CH:14]=[C:15]([NH2:16])[N:10]=2)[C:5]([Cl:9])=[CH:4][N:3]=1. The catalyst class is: 41.